This data is from Reaction yield outcomes from USPTO patents with 853,638 reactions. The task is: Predict the reaction yield, written as a fraction of the theoretical maximum amount of product (1.0 means a 100% yield; for example, 0.34 means a 34% yield). (1) The reactants are C(OC([N:8]1[CH2:13][CH2:12][CH:11]([C:14](=[O:31])[NH:15][C:16]2[CH:21]=[C:20]([C:22]3[CH:27]=[CH:26][CH:25]=[CH:24][C:23]=3[O:28][CH2:29][CH3:30])[N:19]=[CH:18][N:17]=2)[CH2:10][CH2:9]1)=O)(C)(C)C. The catalyst is ClCCl.C(O)(C(F)(F)F)=O. The product is [CH2:29]([O:28][C:23]1[CH:24]=[CH:25][CH:26]=[CH:27][C:22]=1[C:20]1[N:19]=[CH:18][N:17]=[C:16]([NH:15][C:14]([CH:11]2[CH2:12][CH2:13][NH:8][CH2:9][CH2:10]2)=[O:31])[CH:21]=1)[CH3:30]. The yield is 0.500. (2) The product is [CH3:21][O:20][C:13]1[CH:14]=[C:15]([O:18][CH3:19])[CH:16]=[CH:17][C:12]=1[CH2:11][N:9]1[CH2:10][C:6]2[C:5]([F:23])=[C:4]([NH:24][C@H:25]3[CH2:30][CH2:29][CH2:28][CH2:27][C@H:26]3[NH:31][C:32](=[O:38])[O:33][C:34]([CH3:37])([CH3:36])[CH3:35])[N:3]=[C:2]([C:43]3[CH:42]=[N:41][N:40]([CH3:39])[CH:44]=3)[C:7]=2[C:8]1=[O:22]. The yield is 0.740. The catalyst is O1CCOCC1.C([O-])([O-])=O.[Na+].[Na+].Cl[Pd](Cl)([P](C1C=CC=CC=1)(C1C=CC=CC=1)C1C=CC=CC=1)[P](C1C=CC=CC=1)(C1C=CC=CC=1)C1C=CC=CC=1. The reactants are Cl[C:2]1[C:7]2[C:8](=[O:22])[N:9]([CH2:11][C:12]3[CH:17]=[CH:16][C:15]([O:18][CH3:19])=[CH:14][C:13]=3[O:20][CH3:21])[CH2:10][C:6]=2[C:5]([F:23])=[C:4]([NH:24][C@H:25]2[CH2:30][CH2:29][CH2:28][CH2:27][C@H:26]2[NH:31][C:32](=[O:38])[O:33][C:34]([CH3:37])([CH3:36])[CH3:35])[N:3]=1.[CH3:39][N:40]1[CH:44]=[C:43](B2OC(C)(C)C(C)(C)O2)[CH:42]=[N:41]1.